Task: Regression. Given two drug SMILES strings and cell line genomic features, predict the synergy score measuring deviation from expected non-interaction effect.. Dataset: NCI-60 drug combinations with 297,098 pairs across 59 cell lines (1) Drug 1: CC1OCC2C(O1)C(C(C(O2)OC3C4COC(=O)C4C(C5=CC6=C(C=C35)OCO6)C7=CC(=C(C(=C7)OC)O)OC)O)O. Drug 2: COC1=NC(=NC2=C1N=CN2C3C(C(C(O3)CO)O)O)N. Cell line: T-47D. Synergy scores: CSS=31.8, Synergy_ZIP=-7.76, Synergy_Bliss=-0.717, Synergy_Loewe=-42.2, Synergy_HSA=-2.53. (2) Drug 1: CC12CCC3C(C1CCC2O)C(CC4=C3C=CC(=C4)O)CCCCCCCCCS(=O)CCCC(C(F)(F)F)(F)F. Drug 2: COCCOC1=C(C=C2C(=C1)C(=NC=N2)NC3=CC=CC(=C3)C#C)OCCOC.Cl. Cell line: HS 578T. Synergy scores: CSS=-3.74, Synergy_ZIP=2.36, Synergy_Bliss=1.26, Synergy_Loewe=-3.08, Synergy_HSA=-2.87. (3) Drug 1: CS(=O)(=O)C1=CC(=C(C=C1)C(=O)NC2=CC(=C(C=C2)Cl)C3=CC=CC=N3)Cl. Drug 2: CC(C)NC(=O)C1=CC=C(C=C1)CNNC.Cl. Cell line: T-47D. Synergy scores: CSS=6.12, Synergy_ZIP=-2.27, Synergy_Bliss=3.78, Synergy_Loewe=-4.14, Synergy_HSA=1.83. (4) Drug 1: C1C(C(OC1N2C=C(C(=O)NC2=O)F)CO)O. Drug 2: C1CN1C2=NC(=NC(=N2)N3CC3)N4CC4. Cell line: 786-0. Synergy scores: CSS=31.1, Synergy_ZIP=-2.97, Synergy_Bliss=0.326, Synergy_Loewe=-3.04, Synergy_HSA=1.22. (5) Drug 1: C1=NC(=NC(=O)N1C2C(C(C(O2)CO)O)O)N. Drug 2: CCN(CC)CCCC(C)NC1=C2C=C(C=CC2=NC3=C1C=CC(=C3)Cl)OC. Cell line: HT29. Synergy scores: CSS=42.5, Synergy_ZIP=-4.29, Synergy_Bliss=-0.0927, Synergy_Loewe=-1.83, Synergy_HSA=2.34. (6) Drug 1: C1CCN(CC1)CCOC2=CC=C(C=C2)C(=O)C3=C(SC4=C3C=CC(=C4)O)C5=CC=C(C=C5)O. Drug 2: CN(C)C1=NC(=NC(=N1)N(C)C)N(C)C. Cell line: OVCAR-5. Synergy scores: CSS=-4.04, Synergy_ZIP=2.75, Synergy_Bliss=2.72, Synergy_Loewe=-5.55, Synergy_HSA=-3.06.